Dataset: Reaction yield outcomes from USPTO patents with 853,638 reactions. Task: Predict the reaction yield, written as a fraction of the theoretical maximum amount of product (1.0 means a 100% yield; for example, 0.34 means a 34% yield). (1) The product is [CH3:15][C:3]1[C:4]([S:11]([CH3:14])(=[O:13])=[O:12])=[CH:5][C:6]([N+:8]([O-:10])=[O:9])=[CH:7][C:2]=1[N:16]1[CH2:20][CH2:19][CH2:18][CH2:17]1. The reactants are F[C:2]1[CH:7]=[C:6]([N+:8]([O-:10])=[O:9])[CH:5]=[C:4]([S:11]([CH3:14])(=[O:13])=[O:12])[C:3]=1[CH3:15].[NH:16]1[CH2:20][CH2:19][CH2:18][CH2:17]1. The yield is 0.510. No catalyst specified. (2) The reactants are C([O-])=O.[NH4+].C([O:12][C:13]1[C:18]([CH3:19])=[CH:17][C:16]([C:20]2[NH:29][C:28](=[O:30])[C:27]3[C:22](=[CH:23][C:24]([O:32][CH3:33])=[CH:25][C:26]=3[OH:31])[N:21]=2)=[CH:15][C:14]=1[CH3:34])C1C=CC=CC=1. The catalyst is CN(C=O)C.[C].[Pd]. The product is [OH:31][C:26]1[CH:25]=[C:24]([O:32][CH3:33])[CH:23]=[C:22]2[C:27]=1[C:28](=[O:30])[NH:29][C:20]([C:16]1[CH:17]=[C:18]([CH3:19])[C:13]([OH:12])=[C:14]([CH3:34])[CH:15]=1)=[N:21]2. The yield is 0.740. (3) The reactants are Cl[C:2]1[N:7]=[C:6]([S:8][C:9]2[CH:14]=[CH:13][CH:12]=[CH:11][N:10]=2)[CH:5]=[CH:4][N:3]=1.[C:15]1([NH2:22])[CH:20]=[CH:19][CH:18]=[C:17]([NH2:21])[CH:16]=1. No catalyst specified. The product is [N:10]1[CH:11]=[CH:12][CH:13]=[CH:14][C:9]=1[S:8][C:6]1[CH:5]=[CH:4][N:3]=[C:2]([NH:21][C:17]2[CH:18]=[CH:19][CH:20]=[C:15]([NH2:22])[CH:16]=2)[N:7]=1. The yield is 0.300. (4) The reactants are [OH:1][C:2]1[CH:9]=[CH:8][C:5]([CH:6]=O)=[CH:4][C:3]=1[N+:10]([O-:12])=[O:11].C(O)(=O)[CH2:14][C:15]([OH:17])=[O:16].CCOC(C)=O.Cl. The catalyst is N1C=CC=CC=1.N1CCCCC1. The product is [OH:1][C:2]1[CH:9]=[CH:8][C:5](/[CH:6]=[CH:14]/[C:15]([OH:17])=[O:16])=[CH:4][C:3]=1[N+:10]([O-:12])=[O:11]. The yield is 0.930. (5) The reactants are [NH2:1][C:2]1[S:6][C:5]2[CH2:7][CH2:8][CH2:9][C:4]=2[C:3]=1[C:10]([C:12]1[S:13][CH:14]=[CH:15][CH:16]=1)=O.[F:17][C:18]([F:26])([F:25])[C:19](=[O:24])[CH2:20][C:21](=O)[CH3:22]. The catalyst is C(O)(=O)C.S(=O)(=O)(O)O. The product is [F:17][C:18]([F:26])([F:25])[C:19]([C:20]1[C:10]([C:12]2[S:13][CH:14]=[CH:15][CH:16]=2)=[C:3]2[C:4]3[CH2:9][CH2:8][CH2:7][C:5]=3[S:6][C:2]2=[N:1][C:21]=1[CH3:22])=[O:24]. The yield is 0.220. (6) The reactants are Cl/[C:2](/[C:6]1[C:14]2[C:9](=[N:10][CH:11]=[CH:12][CH:13]=2)[NH:8][CH:7]=1)=[CH:3]/[CH:4]=O.[SH:15][CH2:16][C:17]([O:19][CH2:20][CH3:21])=[O:18].[O-]CC.[Na+]. The catalyst is CCO.CCOC(C)=O. The product is [NH:8]1[C:9]2=[N:10][CH:11]=[CH:12][CH:13]=[C:14]2[C:6]([C:2]2[S:15][C:16]([C:17]([O:19][CH2:20][CH3:21])=[O:18])=[CH:4][CH:3]=2)=[CH:7]1. The yield is 0.740. (7) The reactants are C1N=CN([C:6](N2C=NC=C2)=[O:7])C=1.[CH3:13][C:14]1[CH:22]=[CH:21][C:17]([CH2:18][CH2:19][OH:20])=[CH:16][CH:15]=1.[NH2:23][C@@H:24]([C:28]([OH:30])=[O:29])[C@H:25]([CH3:27])[OH:26].CCN(CC)CC. The catalyst is CN(C=O)C.O. The product is [OH:26][C@@H:25]([CH3:27])[C@@H:24]([NH:23][C:6]([O:20][CH2:19][CH2:18][C:17]1[CH:21]=[CH:22][C:14]([CH3:13])=[CH:15][CH:16]=1)=[O:7])[C:28]([OH:30])=[O:29]. The yield is 0.460. (8) The reactants are [OH-].[K+].OCS([O-])=O.[Na+].[NH2:9][C:10]1[C:11]([F:18])=[CH:12][C:13]([CH3:17])=[C:14]([SH:16])[CH:15]=1.[F:19][C:20]([F:24])([F:23])[CH2:21]I. The catalyst is CN(C=O)C.O. The product is [F:19][C:20]([F:24])([F:23])[CH2:21][S:16][C:14]1[CH:15]=[C:10]([C:11]([F:18])=[CH:12][C:13]=1[CH3:17])[NH2:9]. The yield is 0.990. (9) The reactants are [N+:1]([C:4]1[C:5]([NH:13][C@H:14]2[CH2:19][CH2:18][C@H:17]([OH:20])[CH2:16][CH2:15]2)=[C:6]2[S:12][CH:11]=[CH:10][C:7]2=[N:8][CH:9]=1)([O-:3])=[O:2].C(N(CC)C(C)C)(C)C.[CH3:30][S:31](Cl)(=[O:33])=[O:32]. The catalyst is C(Cl)Cl. The product is [CH3:30][S:31]([O:20][C@H:17]1[CH2:18][CH2:19][C@H:14]([NH:13][C:5]2[C:4]([N+:1]([O-:3])=[O:2])=[CH:9][N:8]=[C:7]3[CH:10]=[CH:11][S:12][C:6]=23)[CH2:15][CH2:16]1)(=[O:33])=[O:32]. The yield is 0.900.